From a dataset of Forward reaction prediction with 1.9M reactions from USPTO patents (1976-2016). Predict the product of the given reaction. (1) Given the reactants Br[C:2]1[CH:7]=[CH:6][C:5]([Br:8])=[CH:4][C:3]=1[O:9][CH2:10][CH2:11]Br.[Li]CCCC, predict the reaction product. The product is: [Br:8][C:5]1[CH:6]=[CH:7][C:2]2[CH2:11][CH2:10][O:9][C:3]=2[CH:4]=1. (2) Given the reactants Br[C:2]1[C:3]([F:14])=[CH:4][CH:5]=[C:6]2[C:11]=1[N:10]=[C:9]([O:12][CH3:13])[CH:8]=[CH:7]2.[CH3:15][O-].[Na+].[C:18]([O:21][CH2:22]C)(=[O:20])[CH3:19].CC(C)([C:29]([O-:31])=[O:30])C([O-])=O, predict the reaction product. The product is: [CH3:22][O:21][C:18](=[O:20])[CH:19]([C:2]1[C:3]([F:14])=[CH:4][CH:5]=[C:6]2[C:11]=1[N:10]=[C:9]([O:12][CH3:13])[CH:8]=[CH:7]2)[C:29]([O:31][CH3:15])=[O:30].